Dataset: NCI-60 drug combinations with 297,098 pairs across 59 cell lines. Task: Regression. Given two drug SMILES strings and cell line genomic features, predict the synergy score measuring deviation from expected non-interaction effect. Drug 1: CC12CCC(CC1=CCC3C2CCC4(C3CC=C4C5=CN=CC=C5)C)O. Drug 2: B(C(CC(C)C)NC(=O)C(CC1=CC=CC=C1)NC(=O)C2=NC=CN=C2)(O)O. Cell line: OVCAR3. Synergy scores: CSS=6.66, Synergy_ZIP=-3.37, Synergy_Bliss=-1.19, Synergy_Loewe=-4.71, Synergy_HSA=-1.63.